From a dataset of NCI-60 drug combinations with 297,098 pairs across 59 cell lines. Regression. Given two drug SMILES strings and cell line genomic features, predict the synergy score measuring deviation from expected non-interaction effect. (1) Drug 1: CCCCCOC(=O)NC1=NC(=O)N(C=C1F)C2C(C(C(O2)C)O)O. Drug 2: CC1CCCC2(C(O2)CC(NC(=O)CC(C(C(=O)C(C1O)C)(C)C)O)C(=CC3=CSC(=N3)C)C)C. Cell line: HL-60(TB). Synergy scores: CSS=69.4, Synergy_ZIP=1.74, Synergy_Bliss=2.50, Synergy_Loewe=-0.868, Synergy_HSA=-0.303. (2) Drug 1: CC1OCC2C(O1)C(C(C(O2)OC3C4COC(=O)C4C(C5=CC6=C(C=C35)OCO6)C7=CC(=C(C(=C7)OC)O)OC)O)O. Drug 2: CN(C(=O)NC(C=O)C(C(C(CO)O)O)O)N=O. Cell line: SF-295. Synergy scores: CSS=48.8, Synergy_ZIP=-2.69, Synergy_Bliss=-2.65, Synergy_Loewe=-9.23, Synergy_HSA=-0.126. (3) Drug 1: CC(C1=C(C=CC(=C1Cl)F)Cl)OC2=C(N=CC(=C2)C3=CN(N=C3)C4CCNCC4)N. Drug 2: CC1C(C(CC(O1)OC2CC(OC(C2O)C)OC3=CC4=CC5=C(C(=O)C(C(C5)C(C(=O)C(C(C)O)O)OC)OC6CC(C(C(O6)C)O)OC7CC(C(C(O7)C)O)OC8CC(C(C(O8)C)O)(C)O)C(=C4C(=C3C)O)O)O)O. Cell line: OVCAR3. Synergy scores: CSS=44.2, Synergy_ZIP=24.7, Synergy_Bliss=23.9, Synergy_Loewe=20.4, Synergy_HSA=21.4. (4) Drug 1: CN(C)N=NC1=C(NC=N1)C(=O)N. Drug 2: C#CCC(CC1=CN=C2C(=N1)C(=NC(=N2)N)N)C3=CC=C(C=C3)C(=O)NC(CCC(=O)O)C(=O)O. Cell line: NCI-H322M. Synergy scores: CSS=3.12, Synergy_ZIP=2.77, Synergy_Bliss=6.40, Synergy_Loewe=3.34, Synergy_HSA=3.34. (5) Drug 1: COC1=NC(=NC2=C1N=CN2C3C(C(C(O3)CO)O)O)N. Drug 2: C1C(C(OC1N2C=NC(=NC2=O)N)CO)O. Cell line: MCF7. Synergy scores: CSS=8.60, Synergy_ZIP=-3.00, Synergy_Bliss=0.0696, Synergy_Loewe=-2.55, Synergy_HSA=1.88.